From a dataset of Catalyst prediction with 721,799 reactions and 888 catalyst types from USPTO. Predict which catalyst facilitates the given reaction. (1) Reactant: [ClH:1].C(OC(=O)[NH:8][CH:9]([C:27]1[CH:32]=[CH:31][C:30]([C:33]#[N:34])=[CH:29][C:28]=1[Br:35])[C:10]1[C:14](=[O:15])[CH2:13][CH2:12][C:11]=1[NH:16][C:17]1[CH:22]=[CH:21][CH:20]=[C:19]([C:23]([F:26])([F:25])[F:24])[CH:18]=1)(C)(C)C. Product: [ClH:1].[NH2:8][CH:9]([C:10]1[C:14](=[O:15])[CH2:13][CH2:12][C:11]=1[NH:16][C:17]1[CH:22]=[CH:21][CH:20]=[C:19]([C:23]([F:26])([F:24])[F:25])[CH:18]=1)[C:27]1[CH:32]=[CH:31][C:30]([C:33]#[N:34])=[CH:29][C:28]=1[Br:35]. The catalyst class is: 12. (2) Reactant: S([O-])(O)=O.[Na+].[CH2:6]([O:8][C:9]1[CH:10]=[C:11]([CH:14]=[C:15]([O:17][CH2:18][CH3:19])[CH:16]=1)[CH:12]=[O:13])[CH3:7].[C-:20]#[N:21].[K+]. Product: [CH2:18]([O:17][C:15]1[CH:14]=[C:11]([CH:12]([OH:13])[C:20]#[N:21])[CH:10]=[C:9]([O:8][CH2:6][CH3:7])[CH:16]=1)[CH3:19]. The catalyst class is: 161. (3) Reactant: [CH:1]1([C:4]2[CH:9]=[CH:8][C:7](B3OC(C)(C)C(C)(C)O3)=[CH:6][N:5]=2)[CH2:3][CH2:2]1.Cl[C:20]1[N:25]=[CH:24][N:23]=[C:22]([C:26]([O:28]CC)=[O:27])[CH:21]=1.[O-]P([O-])([O-])=O.[K+].[K+].[K+].O1CCOCC1. Product: [CH:1]1([C:4]2[N:5]=[CH:6][C:7]([C:20]3[N:25]=[CH:24][N:23]=[C:22]([C:26]([OH:28])=[O:27])[CH:21]=3)=[CH:8][CH:9]=2)[CH2:2][CH2:3]1. The catalyst class is: 103.